Dataset: TCR-epitope binding with 47,182 pairs between 192 epitopes and 23,139 TCRs. Task: Binary Classification. Given a T-cell receptor sequence (or CDR3 region) and an epitope sequence, predict whether binding occurs between them. (1) The epitope is RPPIFIRRL. The TCR CDR3 sequence is CSVAPSYNTGELFF. Result: 0 (the TCR does not bind to the epitope). (2) The epitope is TPRVTGGGAM. The TCR CDR3 sequence is CASSLRGVSSYNEQFF. Result: 1 (the TCR binds to the epitope).